From a dataset of Full USPTO retrosynthesis dataset with 1.9M reactions from patents (1976-2016). Predict the reactants needed to synthesize the given product. (1) Given the product [C:2]([C:6]1[CH:7]=[CH:8][C:9](/[C:12](/[C:20]2[NH:21][C:22](=[O:26])[CH:23]=[CH:24][CH:25]=2)=[CH:13]\[C@H:14]2[CH2:15][CH2:16][C:17](=[O:19])[NH:18]2)=[CH:10][CH:11]=1)([CH3:5])([CH3:3])[CH3:4], predict the reactants needed to synthesize it. The reactants are: Br.[C:2]([C:6]1[CH:11]=[CH:10][C:9](/[C:12](/[C:20]2[CH:25]=[CH:24][CH:23]=[C:22]([O:26]C)[N:21]=2)=[CH:13]\[C@@H:14]2[NH:18][C:17](=[O:19])[CH2:16][CH2:15]2)=[CH:8][CH:7]=1)([CH3:5])([CH3:4])[CH3:3].O. (2) Given the product [N:37]1[CH:38]=[CH:39][CH:40]=[CH:41][C:36]=1[C@@H:34]([NH:33][C:28]([C:23]1[CH:24]=[N:25][C:26]2[C:21]([CH:22]=1)=[CH:20][CH:19]=[C:18]([NH:17][C:15]([C:10]1[C:9]([C:6]3[CH:5]=[CH:4][C:3]([C:2]([F:32])([F:1])[F:31])=[CH:8][CH:7]=3)=[CH:14][CH:13]=[CH:12][CH:11]=1)=[O:16])[CH:27]=2)=[O:29])[CH3:35], predict the reactants needed to synthesize it. The reactants are: [F:1][C:2]([F:32])([F:31])[C:3]1[CH:8]=[CH:7][C:6]([C:9]2[C:10]([C:15]([NH:17][C:18]3[CH:27]=[C:26]4[C:21]([CH:22]=[C:23]([C:28](O)=[O:29])[CH:24]=[N:25]4)=[CH:20][CH:19]=3)=[O:16])=[CH:11][CH:12]=[CH:13][CH:14]=2)=[CH:5][CH:4]=1.[NH2:33][C@H:34]([C:36]1[CH:41]=[CH:40][CH:39]=[CH:38][N:37]=1)[CH3:35].Cl.CN(C)CCCN=C=NCC.ON1C2C=CC=CC=2N=N1.C(N(CC)CC)C.